From a dataset of M1 muscarinic receptor antagonist screen with 61,756 compounds. Binary Classification. Given a drug SMILES string, predict its activity (active/inactive) in a high-throughput screening assay against a specified biological target. (1) The compound is o1c(CNC(=O)Nc2ccc(C(C)(C)C)cc2)ccc1. The result is 0 (inactive). (2) The compound is S=c1n2c(cc(nc2n[nH]1)C)C. The result is 0 (inactive). (3) The compound is S(=O)(=O)(NCCC(=O)NC=1SCCN1)c1ccc(OCC)cc1. The result is 0 (inactive).